Task: Predict the reactants needed to synthesize the given product.. Dataset: Full USPTO retrosynthesis dataset with 1.9M reactions from patents (1976-2016) (1) Given the product [C:1]12([C:11](=[O:21])[CH2:12][S:13]([C:15]3[N:16]([CH3:20])[CH:17]=[CH:18][N:19]=3)(=[O:30])=[O:14])[CH2:8][CH:7]3[CH2:9][CH:3]([CH2:4][CH:5]([CH2:6]3)[CH2:10]1)[CH2:2]2, predict the reactants needed to synthesize it. The reactants are: [C:1]12([C:11](=[O:21])[CH2:12][S:13]([C:15]3[N:16]([CH3:20])[CH:17]=[CH:18][N:19]=3)=[O:14])[CH2:10][CH:5]3[CH2:6][CH:7]([CH2:9][CH:3]([CH2:4]3)[CH2:2]1)[CH2:8]2.C1C=C(Cl)C=C(C(OO)=[O:30])C=1. (2) Given the product [C:1]([O:5][C@@H:6]([C:10]1[C:37]([CH3:38])=[N:36][C:35]2=[CH:39][C:32]3=[N:33][N:34]2[C:11]=1[N:12]1[CH2:43][CH2:42][C:15]([CH3:44])([O:16][CH2:17][CH2:18][CH2:19][CH2:20][CH2:21][C:22]2[CH:41]=[C:26]([CH2:27][C:28]4[S:40][C:31]3=[N:30][CH:29]=4)[CH:25]=[CH:24][CH:23]=2)[CH2:14][CH2:13]1)[C:7]([OH:9])=[O:8])([CH3:4])([CH3:2])[CH3:3], predict the reactants needed to synthesize it. The reactants are: [C:1]([O:5][C@@H:6]([C:10]1[C:37]([CH3:38])=[N:36][C:35]2=[CH:39][C:32]3=[N:33][N:34]2[C:11]=1[N:12]1[CH2:43][CH2:42][C:15]([CH3:44])([O:16][CH2:17][CH:18]=[CH:19][CH2:20][CH2:21][C:22]2[CH:41]=[C:26]([CH2:27][C:28]4[S:40][C:31]3=[N:30][CH:29]=4)[CH:25]=[CH:24][CH:23]=2)[CH2:14][CH2:13]1)[C:7]([OH:9])=[O:8])([CH3:4])([CH3:3])[CH3:2].[H][H]. (3) Given the product [C:1]([O:5][C:6](=[O:15])[NH:7][CH2:8][CH:9]1[CH2:10][CH2:11][N:12]([CH2:17][C:18]2([OH:16])[CH2:23][CH2:22][O:21][CH2:20][CH2:19]2)[CH2:13][CH2:14]1)([CH3:4])([CH3:2])[CH3:3], predict the reactants needed to synthesize it. The reactants are: [C:1]([O:5][C:6](=[O:15])[NH:7][CH2:8][CH:9]1[CH2:14][CH2:13][NH:12][CH2:11][CH2:10]1)([CH3:4])([CH3:3])[CH3:2].[O:16]1[C:18]2([CH2:23][CH2:22][O:21][CH2:20][CH2:19]2)[CH2:17]1. (4) Given the product [N:15]1[CH:16]=[CH:17][CH:18]=[CH:19][C:14]=1[CH2:13][NH:12][C:2]1[C:11]2[C:6](=[CH:7][CH:8]=[CH:9][CH:10]=2)[N:5]=[CH:4][CH:3]=1, predict the reactants needed to synthesize it. The reactants are: Cl[C:2]1[C:11]2[C:6](=[CH:7][CH:8]=[CH:9][CH:10]=2)[N:5]=[CH:4][CH:3]=1.[NH2:12][CH2:13][C:14]1[CH:19]=[CH:18][CH:17]=[CH:16][N:15]=1.CCN(C(C)C)C(C)C.